Dataset: Full USPTO retrosynthesis dataset with 1.9M reactions from patents (1976-2016). Task: Predict the reactants needed to synthesize the given product. (1) The reactants are: C[O:2]C1C=C(C=CC=1)C(Cl)=O.[CH3:12][O:13][C:14]1[CH:15]=[C:16]([C:22](=[CH:25][C:26]2[CH:31]=[CH:30][CH:29]=[C:28]([O:32][CH3:33])[CH:27]=2)[C:23]#N)C=C[C:19]=1[O:20][CH3:21].COC1C=CC=CC=1OC.[Cl-].[Al+3].[Cl-].[Cl-].COC1C=C(C(C2C=CC(OC)=CC=2)=CC#N)C=CC=1OC. Given the product [CH3:21][O:20][C:19]1[CH:23]=[C:22]([C:25]([C:26]2[CH:31]=[CH:30][CH:29]=[C:28]([O:32][CH3:33])[CH:27]=2)=[O:2])[CH:16]=[CH:15][C:14]=1[O:13][CH3:12], predict the reactants needed to synthesize it. (2) Given the product [N:1]1[C:6]2[NH:7][CH:8]=[CH:9][C:5]=2[C:4]([N:10]2[CH2:14][CH2:13][C@@H:12]([N:15]([CH3:24])[C:16]3[CH:23]=[CH:22][C:19]([C:20]([NH2:21])=[O:29])=[CH:18][N:17]=3)[CH2:11]2)=[N:3][CH:2]=1, predict the reactants needed to synthesize it. The reactants are: [N:1]1[C:6]2[NH:7][CH:8]=[CH:9][C:5]=2[C:4]([N:10]2[CH2:14][CH2:13][C@@H:12]([N:15]([CH3:24])[C:16]3[CH:23]=[CH:22][C:19]([C:20]#[N:21])=[CH:18][N:17]=3)[CH2:11]2)=[N:3][CH:2]=1.[OH-].[Na+].OO.[O-:29]S([O-])=O.[Na+].[Na+]. (3) Given the product [Cl:26][C:23]1[CH:24]=[CH:25][C:20]([O:19][CH2:18][C:17]([N:16]2[CH:10]3[CH2:9][NH:8][CH2:15][CH:14]2[CH2:13][N:12]([CH2:32][C:33]2[CH:34]=[CH:35][C:36]([F:39])=[CH:37][CH:38]=2)[CH2:11]3)=[O:31])=[C:21]([NH:27][C:28](=[O:30])[CH3:29])[CH:22]=1, predict the reactants needed to synthesize it. The reactants are: C(OC([N:8]1[CH2:15][CH:14]2[N:16]([C:17](=[O:31])[CH2:18][O:19][C:20]3[CH:25]=[CH:24][C:23]([Cl:26])=[CH:22][C:21]=3[NH:27][C:28](=[O:30])[CH3:29])[CH:10]([CH2:11][N:12]([CH2:32][C:33]3[CH:38]=[CH:37][C:36]([F:39])=[CH:35][CH:34]=3)[CH2:13]2)[CH2:9]1)=O)(C)(C)C. (4) Given the product [Cl:32][C:27]1[C:28]([CH3:31])=[N:29][S:30][C:26]=1[NH:25][C:14](=[O:16])[CH2:13][C:10]1[CH:11]=[CH:12][C:6]2[O:5][C:4]([CH2:3][C:2]([CH3:1])([CH3:18])[CH3:17])=[N:8][C:7]=2[CH:9]=1, predict the reactants needed to synthesize it. The reactants are: [CH3:1][C:2]([CH3:18])([CH3:17])[CH2:3][C:4]1[O:5][C:6]2[CH:12]=[CH:11][C:10]([CH2:13][C:14]([OH:16])=O)=[CH:9][C:7]=2[N:8]=1.C(Cl)(=O)C(Cl)=O.[NH2:25][C:26]1[S:30][N:29]=[C:28]([CH3:31])[C:27]=1[Cl:32]. (5) Given the product [Cl:65][C:24]1[CH:25]=[C:26]([CH:30]=[CH:31][CH:32]=1)[C:27]([NH:1][C:2]1[CH:3]=[C:4]2[C:20](=[O:21])[NH:19][N:18]=[CH:17][C:6]3=[C:7]([C:11]4[CH:12]=[CH:13][CH:14]=[CH:15][CH:16]=4)[NH:8][C:9]([CH:10]=1)=[C:5]23)=[O:28], predict the reactants needed to synthesize it. The reactants are: [NH2:1][C:2]1[CH:3]=[C:4]2[C:20](=[O:21])[NH:19][N:18]=[CH:17][C:6]3=[C:7]([C:11]4[CH:16]=[CH:15][CH:14]=[CH:13][CH:12]=4)[NH:8][C:9]([CH:10]=1)=[C:5]23.ClC[C:24]1[CH:25]=[C:26]([CH:30]=[CH:31][CH:32]=1)[C:27](O)=[O:28].C(N(CC)CC)C.F[P-](F)(F)(F)(F)F.N1(OC(N(C)C)=[N+](C)C)C2N=CC=CC=2N=N1.C(Cl)[Cl:65].CO. (6) The reactants are: Br[C:2]1[CH:3]=[C:4]2[C:8](=[CH:9][CH:10]=1)[N:7]([C:11]1[CH:16]=[CH:15][C:14]([F:17])=[CH:13][CH:12]=1)[N:6]=[CH:5]2.[CH:18]1([NH:21][C:22](=[O:39])[C:23]2[CH:28]=[CH:27][C:26]([CH3:29])=[C:25](B3OC(C)(C)C(C)(C)O3)[CH:24]=2)[CH2:20][CH2:19]1.C(=O)(O)[O-].[Na+]. Given the product [CH:18]1([NH:21][C:22](=[O:39])[C:23]2[CH:28]=[CH:27][C:26]([CH3:29])=[C:25]([C:2]3[CH:3]=[C:4]4[C:8](=[CH:9][CH:10]=3)[N:7]([C:11]3[CH:16]=[CH:15][C:14]([F:17])=[CH:13][CH:12]=3)[N:6]=[CH:5]4)[CH:24]=2)[CH2:19][CH2:20]1, predict the reactants needed to synthesize it. (7) Given the product [Cl:24][C:21]1[CH:20]=[CH:19][C:18]([C:16]2[N:17]=[C:13]([NH:12][C:9](=[O:10])[CH2:8][C:5]3[CH:6]=[CH:7][C:2]([F:1])=[CH:3][CH:4]=3)[S:14][CH:15]=2)=[CH:23][CH:22]=1, predict the reactants needed to synthesize it. The reactants are: [F:1][C:2]1[CH:7]=[CH:6][C:5]([CH2:8][C:9](Cl)=[O:10])=[CH:4][CH:3]=1.[NH2:12][C:13]1[S:14][CH:15]=[C:16]([C:18]2[CH:23]=[CH:22][C:21]([Cl:24])=[CH:20][CH:19]=2)[N:17]=1.N1C=CC=CC=1. (8) Given the product [C:10]1([C@H:20]([NH:22][C@H:23]2[CH2:27][CH2:26][C@@H:25]([C:28]3[CH:29]=[CH:30][C:31]([O:34][CH2:7][C:8]#[N:9])=[CH:32][CH:33]=3)[CH2:24]2)[CH3:21])[C:19]2[C:14](=[CH:15][CH:16]=[CH:17][CH:18]=2)[CH:13]=[CH:12][CH:11]=1, predict the reactants needed to synthesize it. The reactants are: CN(C)C=O.Cl[CH2:7][C:8]#[N:9].[C:10]1([C@H:20]([NH:22][C@H:23]2[CH2:27][CH2:26][C@@H:25]([C:28]3[CH:33]=[CH:32][C:31]([OH:34])=[CH:30][CH:29]=3)[CH2:24]2)[CH3:21])[C:19]2[C:14](=[CH:15][CH:16]=[CH:17][CH:18]=2)[CH:13]=[CH:12][CH:11]=1.C(=O)([O-])[O-].[K+].[K+]. (9) Given the product [ClH:1].[CH2:2]([O:9][C:10]1[CH:11]=[C:12]([C:16]2([F:22])[CH2:17][CH2:18][N:19]([CH2:24][CH2:25][CH2:26][C:27]3[CH:32]=[CH:31][CH:30]=[CH:29][CH:28]=3)[CH2:20][CH2:21]2)[CH:13]=[CH:14][CH:15]=1)[C:3]1[CH:4]=[CH:5][CH:6]=[CH:7][CH:8]=1, predict the reactants needed to synthesize it. The reactants are: [ClH:1].[CH2:2]([O:9][C:10]1[CH:11]=[C:12]([C:16]2([F:22])[CH2:21][CH2:20][NH:19][CH2:18][CH2:17]2)[CH:13]=[CH:14][CH:15]=1)[C:3]1[CH:8]=[CH:7][CH:6]=[CH:5][CH:4]=1.Br[CH2:24][CH2:25][CH2:26][C:27]1[CH:32]=[CH:31][CH:30]=[CH:29][CH:28]=1.Cl.